From a dataset of Reaction yield outcomes from USPTO patents with 853,638 reactions. Predict the reaction yield, written as a fraction of the theoretical maximum amount of product (1.0 means a 100% yield; for example, 0.34 means a 34% yield). The product is [CH2:1]([O:8][C:9]1[CH:10]=[CH:11][C:12]([NH:13][C:17]2[CH:22]=[CH:21][C:20]([CH:23]([CH3:25])[CH3:24])=[CH:19][CH:18]=2)=[CH:14][CH:15]=1)[C:2]1[CH:3]=[CH:4][CH:5]=[CH:6][CH:7]=1. The reactants are [CH2:1]([O:8][C:9]1[CH:15]=[CH:14][C:12]([NH2:13])=[CH:11][CH:10]=1)[C:2]1[CH:7]=[CH:6][CH:5]=[CH:4][CH:3]=1.Br[C:17]1[CH:22]=[CH:21][C:20]([CH:23]([CH3:25])[CH3:24])=[CH:19][CH:18]=1.CC(C1C=C(C(C)C)C(C2C=CC=CC=2P(C2CCCCC2)C2CCCCC2)=C(C(C)C)C=1)C.C([O-])([O-])=O.[Cs+].[Cs+]. The yield is 0.570. The catalyst is C1(C)C=CC=CC=1.CC([O-])=O.CC([O-])=O.[Pd+2].